Dataset: Peptide-MHC class I binding affinity with 185,985 pairs from IEDB/IMGT. Task: Regression. Given a peptide amino acid sequence and an MHC pseudo amino acid sequence, predict their binding affinity value. This is MHC class I binding data. The peptide sequence is YLIGGSATL. The binding affinity (normalized) is 1.00. The MHC is HLA-A02:11 with pseudo-sequence HLA-A02:11.